Dataset: Catalyst prediction with 721,799 reactions and 888 catalyst types from USPTO. Task: Predict which catalyst facilitates the given reaction. Reactant: [NH:1](C(OC(C)(C)C)=O)[C@H:2]([C:5]([O:7]C(C)(C)C)=[O:6])[CH2:3][OH:4].N[C:20]1[CH:21]=[C:22]([S:26]([OH:29])(=[O:28])=[O:27])C=CC=1.CN(C=[O:34])C.C([N:38]([CH:41]([CH3:43])[CH3:42])[CH2:39]C)(C)C. Product: [S:26]([C:22]1[CH:43]=[C:41]([NH:38][C:39]([O:4][CH2:3][C@@H:2]([C:5]([OH:7])=[O:6])[NH2:1])=[O:34])[CH:42]=[CH:20][CH:21]=1)([OH:29])(=[O:28])=[O:27]. The catalyst class is: 157.